This data is from Forward reaction prediction with 1.9M reactions from USPTO patents (1976-2016). The task is: Predict the product of the given reaction. Given the reactants [C:1]([O:5][C:6]([N:8]([CH2:19][CH2:20][C:21]1[CH:26]=[CH:25][C:24]([S:27]([C:30]2[CH:31]=[C:32]([CH:36]=[CH:37][CH:38]=2)[C:33](O)=[O:34])(=[O:29])=[O:28])=[CH:23][CH:22]=1)[CH2:9][C@@H:10]([C:12]1[CH:17]=[CH:16][CH:15]=[C:14]([Cl:18])[CH:13]=1)[OH:11])=[O:7])([CH3:4])([CH3:3])[CH3:2].Cl.[CH3:40][NH:41][O:42][CH3:43].ON1C2C=CC=CC=2N=N1.CN(C)CCCN=C=NCC, predict the reaction product. The product is: [Cl:18][C:14]1[CH:13]=[C:12]([C@@H:10]([OH:11])[CH2:9][N:8]([CH2:19][CH2:20][C:21]2[CH:22]=[CH:23][C:24]([S:27]([C:30]3[CH:38]=[CH:37][CH:36]=[C:32]([C:33]([N:41]([O:42][CH3:43])[CH3:40])=[O:34])[CH:31]=3)(=[O:28])=[O:29])=[CH:25][CH:26]=2)[C:6](=[O:7])[O:5][C:1]([CH3:4])([CH3:2])[CH3:3])[CH:17]=[CH:16][CH:15]=1.